This data is from Catalyst prediction with 721,799 reactions and 888 catalyst types from USPTO. The task is: Predict which catalyst facilitates the given reaction. (1) Reactant: [NH2:1][C:2]1[N:7]=[CH:6][N:5]=[C:4]2[N:8]([CH2:15][C:16]3[O:17][C:18]4[C:23]([C:24](=[O:32])[C:25]=3[C:26]3[CH:31]=[CH:30][CH:29]=[CH:28][CH:27]=3)=[CH:22][CH:21]=[CH:20][CH:19]=4)[N:9]=[C:10]([C:11]#[C:12][CH2:13][OH:14])[C:3]=12.ClCCl. Product: [NH2:1][C:2]1[N:7]=[CH:6][N:5]=[C:4]2[N:8]([CH2:15][C:16]3[O:17][C:18]4[C:23]([C:24](=[O:32])[C:25]=3[C:26]3[CH:27]=[CH:28][CH:29]=[CH:30][CH:31]=3)=[CH:22][CH:21]=[CH:20][CH:19]=4)[N:9]=[C:10]([CH2:11][CH2:12][CH2:13][OH:14])[C:3]=12. The catalyst class is: 19. (2) Product: [Cl:3][C:4]1[C:13]2[C:8](=[CH:9][C:10]([CH2:15][N:16]([CH3:2])[C:17]3[CH:24]=[CH:23][C:20]([C:21]#[N:22])=[CH:19][CH:18]=3)=[C:11]([CH3:14])[CH:12]=2)[N:7]=[C:6]([CH3:25])[CH:5]=1. The catalyst class is: 9. Reactant: I[CH3:2].[Cl:3][C:4]1[C:13]2[C:8](=[CH:9][C:10]([CH2:15][NH:16][C:17]3[CH:24]=[CH:23][C:20]([C:21]#[N:22])=[CH:19][CH:18]=3)=[C:11]([CH3:14])[CH:12]=2)[N:7]=[C:6]([CH3:25])[CH:5]=1.